Dataset: TCR-epitope binding with 47,182 pairs between 192 epitopes and 23,139 TCRs. Task: Binary Classification. Given a T-cell receptor sequence (or CDR3 region) and an epitope sequence, predict whether binding occurs between them. (1) The epitope is SLFNTVATLY. The TCR CDR3 sequence is CASSYGVGQPQHF. Result: 0 (the TCR does not bind to the epitope). (2) The epitope is GILGFVFTL. The TCR CDR3 sequence is CASSHTDYSNQPQHF. Result: 1 (the TCR binds to the epitope). (3) The epitope is LLQTGIHVRVSQPSL. The TCR CDR3 sequence is CASNDRVINEQFF. Result: 1 (the TCR binds to the epitope). (4) The epitope is ALLADKFPV. The TCR CDR3 sequence is CASSQQDLSVSYNEQFF. Result: 0 (the TCR does not bind to the epitope). (5) The epitope is SSTFNVPMEKLK. The TCR CDR3 sequence is CASSVMLDLGNTIYF. Result: 1 (the TCR binds to the epitope). (6) The epitope is LLDFVRFMGV. The TCR CDR3 sequence is CASPREFNTEAFF. Result: 0 (the TCR does not bind to the epitope). (7) The epitope is YEGNSPFHPL. The TCR CDR3 sequence is CASSLDLAPQETQYF. Result: 0 (the TCR does not bind to the epitope).